From a dataset of Full USPTO retrosynthesis dataset with 1.9M reactions from patents (1976-2016). Predict the reactants needed to synthesize the given product. The reactants are: [CH3:1][O:2][CH2:3][C@H:4]([CH3:32])[O:5][C:6]1[CH:7]=[C:8]([CH:19]=[C:20]([C:22]2[NH:23][C:24]([C:27]3[S:28][CH:29]=[CH:30][N:31]=3)=[CH:25][CH:26]=2)[CH:21]=1)[O:9][C:10]1[CH:17]=[CH:16][C:13]([CH:14]=[O:15])=[CH:12][C:11]=1[CH3:18].CC(=CC)C.O.O.P([O-])(O)(O)=[O:41].[Na+].Cl([O-])=O.[Na+].S([O-])(O)=O.[Na+]. Given the product [CH3:1][O:2][CH2:3][C@H:4]([CH3:32])[O:5][C:6]1[CH:7]=[C:8]([CH:19]=[C:20]([C:22]2[NH:23][C:24]([C:27]3[S:28][CH:29]=[CH:30][N:31]=3)=[CH:25][CH:26]=2)[CH:21]=1)[O:9][C:10]1[CH:17]=[CH:16][C:13]([C:14]([OH:41])=[O:15])=[CH:12][C:11]=1[CH3:18], predict the reactants needed to synthesize it.